The task is: Predict which catalyst facilitates the given reaction.. This data is from Catalyst prediction with 721,799 reactions and 888 catalyst types from USPTO. (1) Reactant: C(OC(N1C2C(=CC(OC)=CC=2Cl)C=C1B(O)O)=O)(C)(C)C.[Cl:23][C:24]1[CH:25]=[C:26]([OH:30])[CH:27]=[CH:28][CH:29]=1.[N+:31]([O-])([OH:33])=[O:32]. Product: [N+:31]([C:29]1[CH:28]=[CH:27][C:26]([OH:30])=[CH:25][C:24]=1[Cl:23])([O-:33])=[O:32]. The catalyst class is: 15. (2) Reactant: [Cl:1][C:2]1[CH:3]=[CH:4][C:5]([N+:21]([O-])=O)=[C:6]([C:8]2[CH:12]=[C:11]([C:13]3[CH:18]=[CH:17][C:16]([F:19])=[CH:15][C:14]=3[F:20])[O:10][N:9]=2)[CH:7]=1.C([O-])([O-])=O.[Na+].[Na+].[O-]S(S([O-])=O)=O.[Na+].[Na+].CCOC(C)=O. Product: [Cl:1][C:2]1[CH:3]=[CH:4][C:5]([NH2:21])=[C:6]([C:8]2[CH:12]=[C:11]([C:13]3[CH:18]=[CH:17][C:16]([F:19])=[CH:15][C:14]=3[F:20])[O:10][N:9]=2)[CH:7]=1. The catalyst class is: 24. (3) Reactant: [NH2:1][C:2]1[CH:7]=[CH:6][C:5]([C:8](=O)[CH2:9][C:10]2[N:11]([CH2:15][CH2:16][CH3:17])[CH:12]=[CH:13][N:14]=2)=[CH:4][CH:3]=1.Cl.[CH3:20][O:21][NH2:22].C(=O)(O)[O-].[Na+]. Product: [CH3:20][O:21]/[N:22]=[C:8](/[C:5]1[CH:6]=[CH:7][C:2]([NH2:1])=[CH:3][CH:4]=1)\[CH2:9][C:10]1[N:11]([CH2:15][CH2:16][CH3:17])[CH:12]=[CH:13][N:14]=1. The catalyst class is: 8. (4) The catalyst class is: 812. Reactant: Cl[C:2]1[N:7]=[C:6]([C:8]2[N:12]3[CH:13]=[CH:14][CH:15]=[CH:16][C:11]3=[N:10][C:9]=2[C:17]2[CH:18]=[CH:19][C:20]([O:34][CH2:35][CH3:36])=[C:21]([CH:33]=2)[C:22]([NH:24][C:25]2[C:30]([F:31])=[CH:29][CH:28]=[CH:27][C:26]=2[F:32])=[O:23])[CH:5]=[CH:4][N:3]=1.[CH3:37][O:38][C:39]1[CH:44]=[C:43]([CH:45]2[CH2:50][CH2:49][N:48]([CH2:51][CH:52]([CH3:54])[CH3:53])[CH2:47][CH2:46]2)[CH:42]=[CH:41][C:40]=1[NH2:55].C1(C)C=CC(S(O)(=O)=O)=CC=1.C[O-].[Na+]. Product: [F:32][C:26]1[CH:27]=[CH:28][CH:29]=[C:30]([F:31])[C:25]=1[NH:24][C:22](=[O:23])[C:21]1[CH:33]=[C:17]([C:9]2[N:10]=[C:11]3[CH:16]=[CH:15][CH:14]=[CH:13][N:12]3[C:8]=2[C:6]2[CH:5]=[CH:4][N:3]=[C:2]([NH:55][C:40]3[CH:41]=[CH:42][C:43]([CH:45]4[CH2:46][CH2:47][N:48]([CH2:51][CH:52]([CH3:54])[CH3:53])[CH2:49][CH2:50]4)=[CH:44][C:39]=3[O:38][CH3:37])[N:7]=2)[CH:18]=[CH:19][C:20]=1[O:34][CH2:35][CH3:36]. (5) Reactant: [C:1]([C:5]1[O:9][N:8]=[C:7]([N:10]([CH3:29])[C:11]([NH:13][C:14]2[CH:19]=[CH:18][CH:17]=[C:16]([C:20]#[C:21][C:22]3[CH:23]=[N:24][C:25](Cl)=[N:26][CH:27]=3)[CH:15]=2)=[O:12])[CH:6]=1)([CH3:4])([CH3:3])[CH3:2].[NH2:30][CH2:31][CH2:32][N:33]1[CH2:38][CH2:37][O:36][CH2:35][CH2:34]1.Cl. Product: [C:1]([C:5]1[O:9][N:8]=[C:7]([N:10]([CH3:29])[C:11]([NH:13][C:14]2[CH:19]=[CH:18][CH:17]=[C:16]([C:20]#[C:21][C:22]3[CH:23]=[N:24][C:25]([NH:30][CH2:31][CH2:32][N:33]4[CH2:38][CH2:37][O:36][CH2:35][CH2:34]4)=[N:26][CH:27]=3)[CH:15]=2)=[O:12])[CH:6]=1)([CH3:4])([CH3:3])[CH3:2]. The catalyst class is: 23. (6) Reactant: [CH2:1]([O:8][C:9]([N:11]1[CH2:16][CH2:15][CH:14]([NH:17][CH:18]2[CH2:23][CH2:22][CH2:21][CH2:20][CH:19]2[NH2:24])[CH2:13][CH2:12]1)=[O:10])[C:2]1[CH:7]=[CH:6][CH:5]=[CH:4][CH:3]=1.[C:25](N1C=CN=C1)(N1C=CN=C1)=[O:26]. Product: [CH2:1]([O:8][C:9]([N:11]1[CH2:12][CH2:13][CH:14]([N:17]2[CH:18]3[CH2:23][CH2:22][CH2:21][CH2:20][CH:19]3[NH:24][C:25]2=[O:26])[CH2:15][CH2:16]1)=[O:10])[C:2]1[CH:7]=[CH:6][CH:5]=[CH:4][CH:3]=1. The catalyst class is: 10. (7) Reactant: CC1N=C(C)N(C2N=C(SC)N=C([C@@H]3C[C@H]3[C:19]3[N:23]([CH3:24])[C:22]4[CH:25]=[CH:26][CH:27]=[CH:28][C:21]=4[N:20]=3)C=2)N=1.ClC1C=CC=C(C(OO)=O)C=1. Product: [CH3:24][N:23]1[C:22]2[CH:25]=[CH:26][CH:27]=[CH:28][C:21]=2[N:20]=[CH:19]1. The catalyst class is: 2.